From a dataset of Catalyst prediction with 721,799 reactions and 888 catalyst types from USPTO. Predict which catalyst facilitates the given reaction. (1) Reactant: C(OC(=O)C1C=CC(N[C:12](=[O:38])[CH:13]([N:20]2[C:24]3[CH:25]=[C:26]([F:30])[C:27]([F:29])=[CH:28][C:23]=3[N:22]=[C:21]2[C:31]2[CH:36]=[CH:35][C:34]([Cl:37])=[CH:33][CH:32]=2)[CH:14]2[CH2:19][CH2:18][CH2:17][CH2:16][CH2:15]2)=CC=1)C.Cl[C:41]1C=CC(C2N(C(C3CCCCC3)C(NC[C@H]3CC[C@H](C(O)=O)CC3)=O)C3C=CC(F)=CC=3N=2)=C[CH:42]=1.[NH2:77][C:78]1[CH:83]=[CH:82][C:81]([CH:84]([CH3:88])[C:85]([OH:87])=[O:86])=[CH:80][C:79]=1[F:89]. Product: [CH2:41]([O:86][C:85](=[O:87])[CH:84]([C:81]1[CH:82]=[CH:83][C:78]([NH:77][C:12](=[O:38])[CH:13]([N:20]2[C:24]3[CH:25]=[C:26]([F:30])[C:27]([F:29])=[CH:28][C:23]=3[N:22]=[C:21]2[C:31]2[CH:32]=[CH:33][C:34]([Cl:37])=[CH:35][CH:36]=2)[CH:14]2[CH2:19][CH2:18][CH2:17][CH2:16][CH2:15]2)=[C:79]([F:89])[CH:80]=1)[CH3:88])[CH3:42]. The catalyst class is: 277. (2) Reactant: [Cl:1][C:2]1[C:11]2[C:6](=[CH:7][CH:8]=[C:9]([CH:12]([OH:26])[CH:13]3[CH2:18][CH2:17][N:16](C(OC(C)(C)C)=O)[CH2:15][CH2:14]3)[CH:10]=2)[N:5]=[C:4]([O:27][CH3:28])[C:3]=1[CH2:29][C:30]1[CH:35]=[CH:34][C:33]([C:36]([F:39])([F:38])[F:37])=[CH:32][CH:31]=1.C(O)(C(F)(F)F)=O.[OH-].[Na+]. Product: [Cl:1][C:2]1[C:11]2[C:6](=[CH:7][CH:8]=[C:9]([CH:12]([CH:13]3[CH2:18][CH2:17][NH:16][CH2:15][CH2:14]3)[OH:26])[CH:10]=2)[N:5]=[C:4]([O:27][CH3:28])[C:3]=1[CH2:29][C:30]1[CH:31]=[CH:32][C:33]([C:36]([F:38])([F:37])[F:39])=[CH:34][CH:35]=1. The catalyst class is: 2. (3) The catalyst class is: 768. Product: [F:4][C:5]1[CH:6]=[CH:7][C:8]([C@:11]2([OH:25])[CH2:16][CH2:15][N:14]([C:17]([O:19][C:20]([CH3:22])([CH3:21])[CH3:23])=[O:18])[CH2:13][C@H:12]2[O:24][C:26](=[O:31])[C:27]([CH3:30])([CH3:29])[CH3:28])=[CH:9][CH:10]=1. Reactant: ClCCl.[F:4][C:5]1[CH:10]=[CH:9][C:8]([C@:11]2([OH:25])[CH2:16][CH2:15][N:14]([C:17]([O:19][C:20]([CH3:23])([CH3:22])[CH3:21])=[O:18])[CH2:13][C@H:12]2[OH:24])=[CH:7][CH:6]=1.[C:26](O[C:26](=[O:31])[C:27]([CH3:30])([CH3:29])[CH3:28])(=[O:31])[C:27]([CH3:30])([CH3:29])[CH3:28].C(N(CC)CC)C. (4) Reactant: F[P-](F)(F)(F)(F)F.CN(C)C=[N+](C)C.CC(C)([O-])C.[K+].[C:21]([O:25][C:26]([N:28]1[C:32](=[O:33])[CH2:31][CH2:30][C@H:29]1CC1C=CC(C2C=CC=CC=2)=CC=1)=[O:27])([CH3:24])([CH3:23])[CH3:22]. Product: [C:21]([O:25][C:26]([N:28]1[CH2:29][CH2:30][CH2:31][C:32]1=[O:33])=[O:27])([CH3:24])([CH3:22])[CH3:23]. The catalyst class is: 1. (5) Reactant: [NH2:1][C:2]1[N:7]=[CH:6][C:5]([C:8]2[CH:13]=[CH:12][C:11]([OH:14])=[CH:10][CH:9]=2)=[C:4]([CH2:15][CH3:16])[C:3]=1Br.O.[F:19][C:20]1[CH:25]=[C:24]([O:26][CH3:27])[CH:23]=[CH:22][C:21]=1B(O)O.C([O-])([O-])=O.[Na+].[Na+]. Product: [NH2:1][C:2]1[N:7]=[CH:6][C:5]([C:8]2[CH:13]=[CH:12][C:11]([OH:14])=[CH:10][CH:9]=2)=[C:4]([CH2:15][CH3:16])[C:3]=1[C:21]1[CH:22]=[CH:23][C:24]([O:26][CH3:27])=[CH:25][C:20]=1[F:19]. The catalyst class is: 184. (6) Reactant: [CH3:1][C:2]1[N:3]=[C:4]([N:10]2[CH2:14][CH2:13][N:12]([CH2:15][C:16]3[CH:21]=[CH:20][N:19]=[CH:18][CH:17]=3)[C:11]2=[O:22])[S:5][C:6]=1[C:7]([OH:9])=O.F[P-](F)(F)(F)(F)F.N1(O[P+](N(C)C)(N(C)C)N(C)C)C2C=CC=CC=2N=N1.C(N(C(C)C)CC)(C)C.[NH2:59][CH2:60][C:61]1[CH:62]=[N:63][CH:64]=[CH:65][CH:66]=1. Product: [CH3:1][C:2]1[N:3]=[C:4]([N:10]2[CH2:14][CH2:13][N:12]([CH2:15][C:16]3[CH:21]=[CH:20][N:19]=[CH:18][CH:17]=3)[C:11]2=[O:22])[S:5][C:6]=1[C:7]([NH:59][CH2:60][C:61]1[CH:62]=[N:63][CH:64]=[CH:65][CH:66]=1)=[O:9]. The catalyst class is: 9. (7) Reactant: [CH2:1]([N:3]1[C:11]2[C:6](=[CH:7][C:8]([N+:12]([O-])=O)=[CH:9][CH:10]=2)[C:5](=[O:15])[NH:4]1)[CH3:2].[CH3:16][O:17][CH2:18][C:19]1[O:23][C:22]([C:24]2[CH:29]=[CH:28][CH:27]=[CH:26][CH:25]=2)=[N:21][C:20]=1[C:30](O)=[O:31].C(N1C2C(=CC(NC(C3C(C)=NN(C4C=CC=CC=4)N=3)=O)=CC=2)C(=O)N1)C.C1COCC1. Product: [CH2:1]([N:3]1[C:11]2[C:6](=[CH:7][C:8]([NH:12][C:30]([C:20]3[N:21]=[C:22]([C:24]4[CH:29]=[CH:28][CH:27]=[CH:26][CH:25]=4)[O:23][C:19]=3[CH2:18][O:17][CH3:16])=[O:31])=[CH:9][CH:10]=2)[C:5](=[O:15])[NH:4]1)[CH3:2]. The catalyst class is: 61. (8) Reactant: [NH2:1][C:2]1[C:11](Cl)=[N:10][C:9]2[C:4](=[CH:5][C:6]([CH3:14])=[C:7]([CH3:13])[CH:8]=2)[N:3]=1.[CH3:15][O-:16].[Na+]. Product: [NH2:1][C:2]1[C:11]([O:16][CH3:15])=[N:10][C:9]2[C:4](=[CH:5][C:6]([CH3:14])=[C:7]([CH3:13])[CH:8]=2)[N:3]=1. The catalyst class is: 83.